From a dataset of Forward reaction prediction with 1.9M reactions from USPTO patents (1976-2016). Predict the product of the given reaction. (1) Given the reactants N[C:2]1[C:10]2[C:5](=[N:6][C:7]([C:19]3[CH:24]=[CH:23][C:22]([F:25])=[CH:21][CH:20]=3)=[C:8]([C:11]3[CH:16]=[CH:15][N:14]=[C:13]([S:17][CH3:18])[N:12]=3)[CH:9]=2)[NH:4][N:3]=1.N([O-])=O.[Na+].O[PH2]=O.[OH-].[Na+], predict the reaction product. The product is: [F:25][C:22]1[CH:23]=[CH:24][C:19]([C:7]2[N:6]=[C:5]3[NH:4][N:3]=[CH:2][C:10]3=[CH:9][C:8]=2[C:11]2[CH:16]=[CH:15][N:14]=[C:13]([S:17][CH3:18])[N:12]=2)=[CH:20][CH:21]=1. (2) Given the reactants [F:1][C:2]1[CH:7]=[CH:6][C:5]([C:8]2[CH:13]=[CH:12][N:11]=[CH:10][C:9]=2[N:14]([CH3:32])[C:15](=[O:31])[C:16]2[CH:21]=[C:20]([C:22]([F:25])([F:24])[F:23])[CH:19]=[C:18]([O:26][CH2:27][CH2:28][O:29]C)[CH:17]=2)=[C:4]([O:33][CH3:34])[CH:3]=1.BrCCO.C(=O)([O-])[O-].[K+].[K+].[NH4+].[Cl-], predict the reaction product. The product is: [F:1][C:2]1[CH:7]=[CH:6][C:5]([C:8]2[CH:13]=[CH:12][N:11]=[CH:10][C:9]=2[N:14]([CH3:32])[C:15](=[O:31])[C:16]2[CH:21]=[C:20]([C:22]([F:23])([F:25])[F:24])[CH:19]=[C:18]([O:26][CH2:27][CH2:28][OH:29])[CH:17]=2)=[C:4]([O:33][CH3:34])[CH:3]=1.